This data is from Forward reaction prediction with 1.9M reactions from USPTO patents (1976-2016). The task is: Predict the product of the given reaction. Given the reactants [N+:1]([C:4]1[CH:41]=[CH:40][C:7]([CH2:8][C:9]([CH2:30][C:31]2[CH:36]=[CH:35][C:34]([N+:37]([O-:39])=[O:38])=[CH:33][CH:32]=2)([CH2:21][C:22](=[O:29])[CH2:23][CH2:24][CH2:25][CH2:26][CH2:27]Br)[C:10]([C:13](=[O:20])[CH2:14][CH2:15][CH2:16][CH2:17][CH2:18]Br)([OH:12])[OH:11])=[CH:6][CH:5]=1)([O-:3])=[O:2].[CH2:42]([C@H:45]1[CH2:50][CH2:49][C@H:48]([C:51]2[CH:56]=[CH:55][C:54]([OH:57])=[CH:53][CH:52]=2)[CH2:47][CH2:46]1)[CH2:43][CH3:44], predict the reaction product. The product is: [N+:1]([C:4]1[CH:41]=[CH:40][C:7]([CH2:8][C:9]([CH2:30][C:31]2[CH:36]=[CH:35][C:34]([N+:37]([O-:39])=[O:38])=[CH:33][CH:32]=2)([CH2:21][C:22](=[O:29])[CH2:23][CH2:24][CH2:25][CH2:26][CH2:27][O:57][C:54]2[CH:55]=[CH:56][C:51]([C@H:48]3[CH2:49][CH2:50][C@H:45]([CH2:42][CH2:43][CH3:44])[CH2:46][CH2:47]3)=[CH:52][CH:53]=2)[C:10]([C:13](=[O:20])[CH2:14][CH2:15][CH2:16][CH2:17][CH2:18][O:57][C:54]2[CH:55]=[CH:56][C:51]([C@H:48]3[CH2:47][CH2:46][C@H:45]([CH2:42][CH2:43][CH3:44])[CH2:50][CH2:49]3)=[CH:52][CH:53]=2)([OH:12])[OH:11])=[CH:6][CH:5]=1)([O-:3])=[O:2].